This data is from NCI-60 drug combinations with 297,098 pairs across 59 cell lines. The task is: Regression. Given two drug SMILES strings and cell line genomic features, predict the synergy score measuring deviation from expected non-interaction effect. (1) Drug 1: CN(CC1=CN=C2C(=N1)C(=NC(=N2)N)N)C3=CC=C(C=C3)C(=O)NC(CCC(=O)O)C(=O)O. Drug 2: CCC(=C(C1=CC=CC=C1)C2=CC=C(C=C2)OCCN(C)C)C3=CC=CC=C3.C(C(=O)O)C(CC(=O)O)(C(=O)O)O. Cell line: MCF7. Synergy scores: CSS=22.0, Synergy_ZIP=-8.45, Synergy_Bliss=0.671, Synergy_Loewe=-13.3, Synergy_HSA=1.57. (2) Drug 1: CCC1(CC2CC(C3=C(CCN(C2)C1)C4=CC=CC=C4N3)(C5=C(C=C6C(=C5)C78CCN9C7C(C=CC9)(C(C(C8N6C=O)(C(=O)OC)O)OC(=O)C)CC)OC)C(=O)OC)O.OS(=O)(=O)O. Drug 2: CC1=C(C(CCC1)(C)C)C=CC(=CC=CC(=CC(=O)O)C)C. Cell line: SNB-75. Synergy scores: CSS=22.1, Synergy_ZIP=-6.79, Synergy_Bliss=-1.42, Synergy_Loewe=-56.2, Synergy_HSA=-1.05. (3) Drug 1: CCC1(CC2CC(C3=C(CCN(C2)C1)C4=CC=CC=C4N3)(C5=C(C=C6C(=C5)C78CCN9C7C(C=CC9)(C(C(C8N6C)(C(=O)OC)O)OC(=O)C)CC)OC)C(=O)OC)O.OS(=O)(=O)O. Drug 2: COCCOC1=C(C=C2C(=C1)C(=NC=N2)NC3=CC=CC(=C3)C#C)OCCOC.Cl. Cell line: RPMI-8226. Synergy scores: CSS=-0.683, Synergy_ZIP=-0.168, Synergy_Bliss=-0.878, Synergy_Loewe=-1.12, Synergy_HSA=-1.95.